Dataset: Drug-target binding data from BindingDB using IC50 measurements. Task: Regression. Given a target protein amino acid sequence and a drug SMILES string, predict the binding affinity score between them. We predict pIC50 (pIC50 = -log10(IC50 in M); higher means more potent). Dataset: bindingdb_ic50. (1) The small molecule is COc1c(C)c(OC(=O)c2c(C)c(C)c(OC(=O)c3cccc(C(=O)Oc4c(C)c(C)c(C(=O)Oc5c(C)c(C)c(C(=O)O)c(OC)c5C)c(OC)c4C)c3)c(C)c2OC)c(C)c(C)c1C(=O)O. The target protein (P14423) has sequence MKVLLLLAVVIMAFGSIQVQGSLLEFGQMILFKTGKRADVSYGFYGCHCGVGGRGSPKDATDWCCVTHDCCYNRLEKRGCGTKFLTYKFSYRGGQISCSTNQDSCRKQLCQCDKAAAECFARNKKSYSLKYQFYPNKFCKGKTPSC. The pIC50 is 3.9. (2) The small molecule is Cc1cc(-c2ccc(CNC(=O)c3ccc4c(c3)Cc3ccccc3-4)cc2)ccn1. The target protein (Q9JJJ7) has sequence MATFSRQEFFQQLLQGCLLPTVQQGLDQIWLLLTICFACRLLWRLGLPSYLKHASTVAGGFFSLYHFFQLHMVWVVLLSLLCYLVLFLCRHSSHRGVFLSVTILIYLLMGEMHMVDTVTWHKMRGAQMIVAMKAVSLGFDLDRGEVGAVPSPVEFMGYLYFVGTIVFGPWISFHSYLQAVQGRPLSRRWLKKVARSLALALLCLVLSTCVGPYLFPYFIPLDGDRLLRNKKRKARGTMVRWLRAYESAVSFHFSNYFVGFLSEATATLAGAGFTEEKDHLEWDLTVSRPLNVELPRSMVEVVTSWNLPMSYWLNNYVFKNALRLGTFSAVLVTYAASALLHGFSFHLAAVLLSLAFITYVEHVLRKRLAQILSACILSKRCLPDCSHRHRLGLGVRALNLLFGALAIFHLSYLGSLFDVDVDDTTEEQGYGMAYTVHKWSELSWASHWVTFGCWIFYRLIG. The pIC50 is 7.5. (3) The drug is CCCC[C@@]1(OC(=O)CCC(=O)OC)CC[C@]2(CC[C@H](C)[C@@H](C/C=C(C)/C=C/[C@H](O)[C@@H](C)/C=C/C(=O)OC)O2)O[C@H]1/C=C/C(C)=C/C(=O)OC. The target protein sequence is MQTSLGNFVTTTGISSTRTPRPRRESVYFDLIKLKIFHQITQENPGSRNI. The pIC50 is 6.0.